From a dataset of Forward reaction prediction with 1.9M reactions from USPTO patents (1976-2016). Predict the product of the given reaction. (1) Given the reactants C([O:4][CH2:5][C:6]1[O:10][C:9]([C:11]2[CH:12]=[C:13]([N:17]3[CH2:26][C@H:25]4[N:21]([CH2:22][CH2:23][CH2:24]4)[C:20]4[N:27]=[C:28]([NH:31][CH2:32][CH3:33])[N:29]=[CH:30][C:19]=4[C:18]3=[O:34])[CH:14]=[CH:15][CH:16]=2)=[N:8][N:7]=1)(=O)C.[OH-].[Na+].C(OCC)(=O)C, predict the reaction product. The product is: [CH2:32]([NH:31][C:28]1[N:29]=[CH:30][C:19]2[C:18](=[O:34])[N:17]([C:13]3[CH:14]=[CH:15][CH:16]=[C:11]([C:9]4[O:10][C:6]([CH2:5][OH:4])=[N:7][N:8]=4)[CH:12]=3)[CH2:26][C@H:25]3[N:21]([CH2:22][CH2:23][CH2:24]3)[C:20]=2[N:27]=1)[CH3:33]. (2) Given the reactants [CH3:1][N:2]1[CH:6]=[CH:5][C:4]([NH:7][C:8]([C:10]2[C:15]([NH:16][C:17]3[CH:18]=[N:19][CH:20]=[CH:21][CH:22]=3)=[CH:14][CH:13]=[C:12]([CH3:23])[N:11]=2)=[O:9])=[N:3]1.BrC1C=C([CH:30]=[C:31]([F:33])C=1)C#N, predict the reaction product. The product is: [CH3:1][N:2]1[CH:6]=[CH:5][C:4]([NH:7][C:8]([C:10]2[C:15]([NH:16][C:17]3[CH:18]=[C:31]([F:33])[CH:30]=[C:21]([C:20]#[N:19])[CH:22]=3)=[CH:14][CH:13]=[C:12]([CH3:23])[N:11]=2)=[O:9])=[N:3]1.